Dataset: Reaction yield outcomes from USPTO patents with 853,638 reactions. Task: Predict the reaction yield, written as a fraction of the theoretical maximum amount of product (1.0 means a 100% yield; for example, 0.34 means a 34% yield). (1) The reactants are Br[C:2]1[C:10]([N+:11]([O-:13])=[O:12])=[CH:9][C:8]([Br:14])=[CH:7][C:3]=1[C:4]([OH:6])=[O:5].[Cl:15][C:16]1[CH:23]=[CH:22][CH:21]=[CH:20][C:17]=1[CH2:18][NH2:19].[OH-].[Na+].CCOCC. The catalyst is C1(C)C=CC=CC=1. The product is [Br:14][C:8]1[CH:9]=[C:10]([N+:11]([O-:13])=[O:12])[C:2]([NH:19][CH2:18][C:17]2[CH:20]=[CH:21][CH:22]=[CH:23][C:16]=2[Cl:15])=[C:3]([CH:7]=1)[C:4]([OH:6])=[O:5]. The yield is 0.615. (2) The reactants are [Cl:1][C:2]1[CH:7]=[CH:6][C:5](B2OC(C)(C)C(C)(C)O2)=[CH:4][N:3]=1.[O-]P([O-])([O-])=O.[K+].[K+].[K+].C(Cl)Cl.[CH3:28][O:29][C:30]([CH:32]1[CH2:37][CH2:36][CH:35]([C:38]2[CH:43]=[C:42]([N:44]([CH2:53][O:54][CH2:55][CH2:56][Si:57]([CH3:60])([CH3:59])[CH3:58])[CH2:45][O:46][CH2:47][CH2:48][Si:49]([CH3:52])([CH3:51])[CH3:50])[N:41]3[N:61]=[CH:62][C:63](I)=[C:40]3[N:39]=2)[CH2:34][CH2:33]1)=[O:31]. The catalyst is O1CCOCC1.C1C=CC(P(C2C=CC=CC=2)[C-]2C=CC=C2)=CC=1.C1C=CC(P(C2C=CC=CC=2)[C-]2C=CC=C2)=CC=1.Cl[Pd]Cl.[Fe+2]. The product is [CH3:51][Si:49]([CH3:50])([CH3:52])[CH2:48][CH2:47][O:46][CH2:45][N:44]([CH2:53][O:54][CH2:55][CH2:56][Si:57]([CH3:60])([CH3:59])[CH3:58])[C:42]1[N:41]2[N:61]=[CH:62][C:63]([C:5]3[CH:4]=[N:3][C:2]([Cl:1])=[CH:7][CH:6]=3)=[C:40]2[N:39]=[C:38]([CH:35]2[CH2:36][CH2:37][CH:32]([C:30]([O:29][CH3:28])=[O:31])[CH2:33][CH2:34]2)[CH:43]=1. The yield is 0.750. (3) The reactants are [S:1]1[CH:5]=[CH:4][C:3]2[CH:6]=[CH:7][CH:8]=[C:9]([C:10]([NH2:12])=[O:11])[C:2]1=2.C(O)(=O)C.C1C(=O)N([Br:24])C(=O)C1. The catalyst is ClCCl. The product is [Br:24][C:4]1[C:3]2[CH:6]=[CH:7][CH:8]=[C:9]([C:10]([NH2:12])=[O:11])[C:2]=2[S:1][CH:5]=1. The yield is 0.790. (4) The reactants are [C:1]([O:5][C:6]([N:8]1[CH2:13][CH2:12][CH:11]([N:14]2[C:18]3=[N:19][CH:20]=[N:21][C:22](Cl)=[C:17]3[CH:16]=[N:15]2)[CH2:10][CH2:9]1)=[O:7])([CH3:4])([CH3:3])[CH3:2].[NH2:24][C:25]1[C:26]([CH3:31])=[N:27][CH:28]=[CH:29][CH:30]=1.CC(C)([O-])C.[K+].C(OCC)(=O)C. The catalyst is CN(C)C=O.O. The product is [C:1]([O:5][C:6]([N:8]1[CH2:13][CH2:12][CH:11]([N:14]2[C:18]3=[N:19][CH:20]=[N:21][C:22]([NH:24][C:25]4[C:26]([CH3:31])=[N:27][CH:28]=[CH:29][CH:30]=4)=[C:17]3[CH:16]=[N:15]2)[CH2:10][CH2:9]1)=[O:7])([CH3:4])([CH3:3])[CH3:2]. The yield is 0.240. (5) The reactants are Br[C:2]1[CH:16]=[N:15][C:5]2[NH:6][C:7]3[CH:12]=[N:11][C:10]([C:13]#[N:14])=[CH:9][C:8]=3[C:4]=2[CH:3]=1.[Cl-].[Li+].CCN(C(C)C)C(C)C.C([Sn](CCCC)(CCCC)[C:33]1[CH:38]=[CH:37][CH:36]=[CH:35][N:34]=1)CCC.[F-].[K+]. The catalyst is CN(C=O)C.C1C=CC([P]([Pd]([P](C2C=CC=CC=2)(C2C=CC=CC=2)C2C=CC=CC=2)([P](C2C=CC=CC=2)(C2C=CC=CC=2)C2C=CC=CC=2)[P](C2C=CC=CC=2)(C2C=CC=CC=2)C2C=CC=CC=2)(C2C=CC=CC=2)C2C=CC=CC=2)=CC=1. The product is [N:34]1[CH:35]=[CH:36][CH:37]=[CH:38][C:33]=1[C:2]1[CH:16]=[N:15][C:5]2[NH:6][C:7]3[CH:12]=[N:11][C:10]([C:13]#[N:14])=[CH:9][C:8]=3[C:4]=2[CH:3]=1. The yield is 0.0600. (6) The yield is 0.700. The catalyst is CCO.O. The reactants are [Cl:1][C:2]1[C:3]2[C:10]([CH:11]=O)=[CH:9][NH:8][C:4]=2[N:5]=[CH:6][N:7]=1.Cl.[NH2:14][OH:15].[OH-].[Na+]. The product is [Cl:1][C:2]1[C:3]2[C:10]([CH:11]=[N:14][OH:15])=[CH:9][NH:8][C:4]=2[N:5]=[CH:6][N:7]=1. (7) The reactants are [CH2:1]([O:8][C:9]([C@H:11]1[CH2:15][CH2:14][CH2:13][N:12]1[C:16](=[O:19])[CH:17]=[CH2:18])=[O:10])[C:2]1[CH:7]=[CH:6][CH:5]=[CH:4][CH:3]=1.[CH2:20]([NH2:23])[CH2:21][CH3:22]. The catalyst is C(#N)C. The product is [CH2:1]([O:8][C:9]([C@H:11]1[CH2:15][CH2:14][CH2:13][N:12]1[C:16](=[O:19])[CH2:17][CH2:18][N:23]([CH2:18][CH2:17][C:16]([N:12]1[CH2:13][CH2:14][CH2:15][C@@H:11]1[C:9]([O:8][CH2:1][C:2]1[CH:3]=[CH:4][CH:5]=[CH:6][CH:7]=1)=[O:10])=[O:19])[CH2:20][CH2:21][CH3:22])=[O:10])[C:2]1[CH:3]=[CH:4][CH:5]=[CH:6][CH:7]=1. The yield is 0.190. (8) The reactants are [F:1][C:2]1[CH:18]=[CH:17][C:5]([C:6]([N:8]2[CH2:13][CH2:12][CH2:11][C@H:10]([C:14]([OH:16])=O)[CH2:9]2)=[O:7])=[CH:4][CH:3]=1.[C:19]([O:23][C:24]([CH3:27])([CH3:26])[CH3:25])(=[O:22])[NH:20][NH2:21].C1C=CC2N(O)N=NC=2C=1.CCN=C=NCCCN(C)C.Cl.Cl. The catalyst is ClCCl. The product is [C:24]([O:23][C:19]([NH:20][NH:21][C:14]([C@H:10]1[CH2:11][CH2:12][CH2:13][N:8]([C:6](=[O:7])[C:5]2[CH:4]=[CH:3][C:2]([F:1])=[CH:18][CH:17]=2)[CH2:9]1)=[O:16])=[O:22])([CH3:27])([CH3:26])[CH3:25]. The yield is 0.470.